Dataset: NCI-60 drug combinations with 297,098 pairs across 59 cell lines. Task: Regression. Given two drug SMILES strings and cell line genomic features, predict the synergy score measuring deviation from expected non-interaction effect. (1) Drug 1: C1=NC2=C(N1)C(=S)N=C(N2)N. Drug 2: C1C(C(OC1N2C=NC3=C(N=C(N=C32)Cl)N)CO)O. Cell line: LOX IMVI. Synergy scores: CSS=34.7, Synergy_ZIP=-0.941, Synergy_Bliss=-5.50, Synergy_Loewe=-4.03, Synergy_HSA=-3.13. (2) Drug 1: CN(CCCl)CCCl.Cl. Drug 2: C(CN)CNCCSP(=O)(O)O. Cell line: IGROV1. Synergy scores: CSS=14.7, Synergy_ZIP=-0.713, Synergy_Bliss=5.64, Synergy_Loewe=-7.39, Synergy_HSA=4.70.